From a dataset of Experimentally validated miRNA-target interactions with 360,000+ pairs, plus equal number of negative samples. Binary Classification. Given a miRNA mature sequence and a target amino acid sequence, predict their likelihood of interaction. (1) The miRNA is mmu-miR-1249-3p with sequence ACGCCCUUCCCCCCCUUCUUCA. The protein sequence of the target gene is MAAKLLLLLCLFSGLHARSRRVEEDENEDSPSNQKWVLAPKSQDTDVTLILNKLLREYDKKLRPDIGIKPTVIDVDIYVNSIGPVSSINMEYQIDIFFAQTWTDSRLRFNSTMKILTLNSNMVGLIWIPDTIFRNSKTAEAHWITTPNQLLRIWNDGKILYTLRLTINAECQLQLHNFPMDAHACPLTFSSYGYPKEEMIYRWRKNSVEAADQKSWRLYQFDFMGLRNTTEIVTTSAGDYVVMTIYFELSRRMGYFTIQTYIPCILTVVLSWVSFWIKKDATPARTTLGITTVLTMTTLS.... Result: 0 (no interaction). (2) The miRNA is hsa-miR-551a with sequence GCGACCCACUCUUGGUUUCCA. The protein sequence of the target gene is MCHSRSCHPTMTILQAPTPAPSTIPGPRRGSGPEIFTFDPLPEPAAAPAGRPSASRGHRKRSRRVLYPRVVRRQLPVEEPNPAKRLLFLLLTIVFCQILMAEEGVPAPLPPEDAPNAASLAPTPVSAVLEPFNLTSEPSDYALDLSTFLQQHPAAF. Result: 1 (interaction). (3) The miRNA is mmu-miR-329-3p with sequence AACACACCCAGCUAACCUUUUU. The protein sequence of the target gene is MIRSLPTMTVLIPLVSLAGLLYSASVEEGFPEGCTSASSLCFYSLLLPVTVPVYVFFHLWTWMGLKLFRHN. Result: 1 (interaction). (4) The miRNA is hsa-miR-769-3p with sequence CUGGGAUCUCCGGGGUCUUGGUU. The protein sequence of the target gene is MSVGCACPGCSSKSFKLYSPKEPPNGNAFPPFHPGTMLDRDVGPTPMYPPTYLEPGIGRHTPYGNQTDYRIFELNKRLQNWTEECDNLWWDAFTTEFFEDDAMLTITFCLEDGPKRYTIGRTLIPRYFRSIFEGGATELYYVLKHPKEAFHSNFVSLDCDQGSMVTQHGKPMFTQVCVEGRLYLEFMFDDMMRIKTWHFSIRQHRELIPRSILAMHAQDPQMLDQLSKNITRCGLSNSTLNYLRLCVILEPMQELMSRHKTYSLSPRDCLKTCLFQKWQRMVAPPAEPTRQQPSKRRKRK.... Result: 1 (interaction). (5) The miRNA is hsa-miR-519d-5p with sequence CCUCCAAAGGGAAGCGCUUUCUGUU. The protein sequence of the target gene is MGLQARLLGLLALVIAGKCTYNPEPDQRWMLPPGWVSLGRVDPEEELSLTFALKQRNLERLSELVQAVSDPSSPQYGKYLTLEDVAELVQPSPLTLLTVQKWLSAAGARNCDSVTTQDFLTCWLSVRQAELLLPGAEFHRYVGGPTKTHVIRSPHPYQLPQALAPHVDFVGGLHRFPPSSPRQRPEPQQVGTVSLHLGVTPSVLRQRYNLTAKDVGSGTTNNSQACAQFLEQYFHNSDLTEFMRLFGGSFTHQASVAKVVGKQGRGRAGIEASLDVEYLMSAGANISTWVYSSPGRHEAQ.... Result: 0 (no interaction). (6) The miRNA is hsa-miR-3943 with sequence UAGCCCCCAGGCUUCACUUGGCG. The protein sequence of the target gene is MMRNKDKSQEEDSSLHSNASSHSASEEASGSDSGSQSESEQGSDPGSGHGSESNSSSESSESQSESESESAGSKSQPVLPEAKEKPASKKERIADVKKMWEEYPDVYGVRRSNRSRQEPSRFNIKEEASSGSESGSPKRRGQRQLKKQEKWKQEPSEDEQEQGTSAESEPEQKKVKARRPVPRRTVPKPRVKKQPKTQRGKRKKQDSSDEDDDDDEAPKRQTRRRAAKNVSYKEDDDFETDSDDLIEMTGEGVDEQQDNSETIEKVLDSRLGKKGATGASTTVYAIEANGDPSGDFDTEK.... Result: 0 (no interaction). (7) The miRNA is hsa-miR-365b-3p with sequence UAAUGCCCCUAAAAAUCCUUAU. The protein sequence of the target gene is MTTPGKENFRLKSYKNKSLNPDEMRRRREEEGLQLRKQKREEQLFKRRNVATAEEETEEEVMSDGGFHEAQISNMEMAPGGVITSDMIEMIFSKSPEQQLSATQKFRKLLSKEPNPPIDEVISTPGVVARFVEFLKRKENCTLQFESAWVLTNIASGNSLQTRIVIQAGAVPIFIELLSSEFEDVQEQAVWALGNIAGDSTMCRDYVLDCNILPPLLQLFSKQNRLTMTRNAVWALSNLCRGKSPPPEFAKVSPCLNVLSWLLFVSDTDVLADACWALSYLSDGPNDKIQAVIDAGVCRR.... Result: 1 (interaction). (8) The miRNA is hsa-miR-3929 with sequence GAGGCUGAUGUGAGUAGACCACU. The protein sequence of the target gene is MSYSCGLPSLSCRTSCSSRPCVPPSCHGCTLPGACNIPANVSNCNWFCEGSFNGSEKETMQFLNDRLASYLEKVRQLERDNAELENLIRERSQQQEPLVCASYQSYFKTIEELQQKILCSKSENARLVVQIDNAKLASDDFRTKYETELSLRQLVESDINGLRRILDELTLCRSDLEAQVESLKEELLCLKQNHEQEVNTLRCQLGDRLNVEVDAAPTVDLNQVLNETRSQYEALVETNRREVEQWFATQTEELNKQVVSSSEQLQSYQAEIIELRRTVNALEIELQAQHNLRDSLENTL.... Result: 0 (no interaction).